Predict the reactants needed to synthesize the given product. From a dataset of Full USPTO retrosynthesis dataset with 1.9M reactions from patents (1976-2016). (1) Given the product [ClH:15].[NH:2]=[C:1]([O:17][CH3:16])[C:3]1[C:4]([CH3:14])=[CH:5][C:6]([CH3:13])=[C:7]([CH:12]=1)[C:8]([O:10][CH3:11])=[O:9], predict the reactants needed to synthesize it. The reactants are: [C:1]([C:3]1[C:4]([CH3:14])=[CH:5][C:6]([CH3:13])=[C:7]([CH:12]=1)[C:8]([O:10][CH3:11])=[O:9])#[N:2].[ClH:15].[CH3:16][OH:17]. (2) Given the product [Cl:1][C:2]1[CH:3]=[C:4]([CH3:9])[C:5]([O:8][CH2:16][CH:17]([F:19])[F:18])=[CH:6][N:7]=1, predict the reactants needed to synthesize it. The reactants are: [Cl:1][C:2]1[N:7]=[CH:6][C:5]([OH:8])=[C:4]([CH3:9])[CH:3]=1.FC(F)(F)S(O[CH2:16][CH:17]([F:19])[F:18])(=O)=O. (3) Given the product [Cl:1][C:2]1[CH:3]=[C:4]([NH:5][C:37]([NH:50][C:49]2[NH:45][N:46]=[CH:47][CH:48]=2)=[O:43])[CH:6]=[CH:7][C:8]=1[O:9][C:10]1[C:19]2[C:14](=[CH:15][C:16]([O:22][CH3:23])=[C:17]([O:20][CH3:21])[CH:18]=2)[N:13]=[CH:12][CH:11]=1, predict the reactants needed to synthesize it. The reactants are: [Cl:1][C:2]1[CH:3]=[C:4]([CH:6]=[CH:7][C:8]=1[O:9][C:10]1[C:19]2[C:14](=[CH:15][C:16]([O:22][CH3:23])=[C:17]([O:20][CH3:21])[CH:18]=2)[N:13]=[CH:12][CH:11]=1)[NH2:5].C(N(CC)C(C)C)(C)C.ClC(Cl)(O[C:37](=[O:43])OC(Cl)(Cl)Cl)Cl.[NH:45]1[C:49]([NH2:50])=[CH:48][CH:47]=[N:46]1.C(=O)([O-])O.[Na+]. (4) Given the product [F:1][C:2]1[C:10]2[C:5](=[CH:6][CH:7]=[C:8]([C:34]3[CH2:39][CH2:38][N:37]([CH2:40][CH2:41][N:42]([CH3:43])[C:44](=[O:45])[O:46][C:47]([CH3:48])([CH3:49])[CH3:50])[CH2:36][CH:35]=3)[CH:9]=2)[NH:4][C:3]=1[C:20]1[CH:25]=[CH:24][CH:23]=[CH:22][C:21]=1[O:26][CH3:27], predict the reactants needed to synthesize it. The reactants are: [F:1][C:2]1[C:10]2[C:5](=[CH:6][CH:7]=[C:8](B3OC(C)(C)C(C)(C)O3)[CH:9]=2)[NH:4][C:3]=1[C:20]1[CH:25]=[CH:24][CH:23]=[CH:22][C:21]=1[O:26][CH3:27].FC(F)(F)S(O[C:34]1[CH2:35][CH2:36][N:37]([CH2:40][CH2:41][N:42]([C:44]([O:46][C:47]([CH3:50])([CH3:49])[CH3:48])=[O:45])[CH3:43])[CH2:38][CH:39]=1)(=O)=O.C(=O)([O-])[O-].[Cs+].[Cs+]. (5) The reactants are: [NH2:1][C:2]1[C:7](=[O:8])[N:6]([CH2:9][C:10]([OH:12])=O)[C:5]([C:13]2[CH:18]=[CH:17][CH:16]=[CH:15][CH:14]=2)=[N:4][CH:3]=1.S(ON1C2C=CC=CC=2N=N1)(=O)(=O)C.Cl.[NH2:34][CH:35]([CH:47]([CH3:49])[CH3:48])[C:36]([C:38]1[O:39][C:40]([C:43]([CH3:46])([CH3:45])[CH3:44])=[N:41][N:42]=1)=[O:37].C(N(CC)CC)C. Given the product [C:43]([C:40]1[O:39][C:38]([C:36]([CH:35]([NH:34][C:10](=[O:12])[CH2:9][N:6]2[C:7](=[O:8])[C:2]([NH2:1])=[CH:3][N:4]=[C:5]2[C:13]2[CH:18]=[CH:17][CH:16]=[CH:15][CH:14]=2)[CH:47]([CH3:48])[CH3:49])=[O:37])=[N:42][N:41]=1)([CH3:46])([CH3:45])[CH3:44], predict the reactants needed to synthesize it. (6) Given the product [CH2:33]([O:32][C@@H:4]([CH2:5][C:6]1[C:11]([CH3:12])=[CH:10][C:9]([O:13][CH2:14][C:15]2[N:16]=[C:17]([C:21]3[CH:26]=[CH:25][C:24]([O:27][CH:28]([CH3:30])[CH3:29])=[CH:23][CH:22]=3)[O:18][C:19]=2[CH3:20])=[CH:8][C:7]=1[CH3:31])[C:3]([OH:35])=[O:2])[CH3:34], predict the reactants needed to synthesize it. The reactants are: C[O:2][C:3](=[O:35])[C@@H:4]([O:32][CH2:33][CH3:34])[CH2:5][C:6]1[C:11]([CH3:12])=[CH:10][C:9]([O:13][CH2:14][C:15]2[N:16]=[C:17]([C:21]3[CH:26]=[CH:25][C:24]([O:27][CH:28]([CH3:30])[CH3:29])=[CH:23][CH:22]=3)[O:18][C:19]=2[CH3:20])=[CH:8][C:7]=1[CH3:31].[Li+].[OH-]. (7) Given the product [CH3:26][CH:24]([C:27]1[CH:32]=[C:31]([CH:33]([CH3:34])[CH3:35])[CH:30]=[C:29]([CH:36]([CH3:38])[CH3:37])[C:28]=1[S:39]([O:23][CH2:22][C:19]1([OH:21])[CH2:18][N:17]([C:15]([C:11]2[C:10]([NH:9][C:3]3[CH:4]=[CH:5][C:6]([I:8])=[CH:7][C:2]=3[F:1])=[CH:14][S:13][CH:12]=2)=[O:16])[CH2:20]1)(=[O:40])=[O:41])[CH3:25], predict the reactants needed to synthesize it. The reactants are: [F:1][C:2]1[CH:7]=[C:6]([I:8])[CH:5]=[CH:4][C:3]=1[NH:9][C:10]1[C:11]([C:15]([N:17]2[CH2:20][C:19]([CH2:22][OH:23])([OH:21])[CH2:18]2)=[O:16])=[CH:12][S:13][CH:14]=1.[CH:24]([C:27]1[CH:32]=[C:31]([CH:33]([CH3:35])[CH3:34])[CH:30]=[C:29]([CH:36]([CH3:38])[CH3:37])[C:28]=1[S:39](Cl)(=[O:41])=[O:40])([CH3:26])[CH3:25]. (8) Given the product [C:16]([C:8]1[C:7]([CH2:20][NH:21][CH2:22][CH2:23][CH3:24])=[C:6]([OH:5])[CH:11]=[C:10]([C:12]([CH3:14])([CH3:13])[CH3:15])[CH:9]=1)([CH3:17])([CH3:18])[CH3:19], predict the reactants needed to synthesize it. The reactants are: C([O:5][C:6]1[CH:11]=[C:10]([C:12]([CH3:15])([CH3:14])[CH3:13])[CH:9]=[C:8]([C:16]([CH3:19])([CH3:18])[CH3:17])[C:7]=1[CH2:20][NH:21][C:22](=O)[CH2:23][CH3:24])(=O)CC.[H-].[Al+3].[Li+].[H-].[H-].[H-]. (9) Given the product [F:22][C:23]1[CH:28]=[CH:27][CH:26]=[C:25]([F:29])[C:24]=1[CH2:30][N:13]1[C:12]2[CH:14]=[CH:15][CH:16]=[CH:17][C:11]=2[NH:10][C:9]1([C:3]1[C:4]([F:8])=[CH:5][CH:6]=[CH:7][C:2]=1[F:1])[C:18]([O:20][CH3:21])=[O:19], predict the reactants needed to synthesize it. The reactants are: [F:1][C:2]1[CH:7]=[CH:6][CH:5]=[C:4]([F:8])[C:3]=1[C:9]1([C:18]([O:20][CH3:21])=[O:19])[N:13]=[C:12]2[CH:14]=[CH:15][CH:16]=[CH:17][C:11]2=[N:10]1.[F:22][C:23]1[CH:28]=[CH:27][CH:26]=[C:25]([F:29])[C:24]=1[CH2:30]Br.